Predict the product of the given reaction. From a dataset of Forward reaction prediction with 1.9M reactions from USPTO patents (1976-2016). (1) Given the reactants [CH2:1]([O:8][C:9]1[C:18]2[C:13](=[CH:14][CH:15]=[CH:16][CH:17]=2)[CH:12]=[C:11]([CH2:19]O)[CH:10]=1)[C:2]1[CH:7]=[CH:6][CH:5]=[CH:4][CH:3]=1.C(Cl)(Cl)(Cl)[Cl:22], predict the reaction product. The product is: [CH2:1]([O:8][C:9]1[C:18]2[C:13](=[CH:14][CH:15]=[CH:16][CH:17]=2)[CH:12]=[C:11]([CH2:19][Cl:22])[CH:10]=1)[C:2]1[CH:7]=[CH:6][CH:5]=[CH:4][CH:3]=1. (2) Given the reactants FC(F)(F)C(O)=O.[CH3:8][NH:9][CH2:10][CH2:11][NH:12][C:13]([C:15]1[C:16]([C:26]([F:29])([F:28])[F:27])=[N:17][N:18]([C:20]2[CH:25]=[CH:24][CH:23]=[CH:22][CH:21]=2)[CH:19]=1)=[O:14].[CH2:30]([O:32][C:33]1[CH:41]=[CH:40][C:36]([C:37](Cl)=[O:38])=[CH:35][CH:34]=1)[CH3:31], predict the reaction product. The product is: [CH2:30]([O:32][C:33]1[CH:41]=[CH:40][C:36]([C:37]([N:9]([CH2:10][CH2:11][NH:12][C:13]([C:15]2[C:16]([C:26]([F:29])([F:28])[F:27])=[N:17][N:18]([C:20]3[CH:21]=[CH:22][CH:23]=[CH:24][CH:25]=3)[CH:19]=2)=[O:14])[CH3:8])=[O:38])=[CH:35][CH:34]=1)[CH3:31].